This data is from Full USPTO retrosynthesis dataset with 1.9M reactions from patents (1976-2016). The task is: Predict the reactants needed to synthesize the given product. (1) The reactants are: [C:1]([C:4]1[CH:9]=[CH:8][C:7]([N:10]=[N:11][C:12](=[C:16]2[C:25]3[C:20](=[CH:21][CH:22]=[CH:23][CH:24]=3)[CH2:19][C:18]([CH3:27])([CH3:26])[NH:17]2)[C:13](O)=[O:14])=[CH:6][CH:5]=1)(=[O:3])[CH3:2].[CH3:28][NH:29][CH3:30].C1C=CC2N(O)N=NC=2C=1.C(N(CC)CC)C. Given the product [C:1]([C:4]1[CH:9]=[CH:8][C:7]([N:10]=[N:11][C:12](=[C:16]2[C:25]3[C:20](=[CH:21][CH:22]=[CH:23][CH:24]=3)[CH2:19][C:18]([CH3:26])([CH3:27])[NH:17]2)[C:13]([N:29]([CH3:30])[CH3:28])=[O:14])=[CH:6][CH:5]=1)(=[O:3])[CH3:2], predict the reactants needed to synthesize it. (2) Given the product [CH3:3][O:4][C:5](=[O:30])[C:6]1[CH:11]=[CH:10][CH:9]=[CH:8][C:7]=1[O:12][CH2:13][CH2:14][N:15]1[CH2:16][CH2:17][CH:18]([C:21]2[C:29]3[C:24](=[CH:25][CH:26]=[CH:27][CH:28]=3)[N:23]([CH2:32][CH2:33][O:34][CH:35]3[CH2:40][CH2:39][CH2:38][CH2:37][O:36]3)[CH:22]=2)[CH2:19][CH2:20]1, predict the reactants needed to synthesize it. The reactants are: [H-].[Na+].[CH3:3][O:4][C:5](=[O:30])[C:6]1[CH:11]=[CH:10][CH:9]=[CH:8][C:7]=1[O:12][CH2:13][CH2:14][N:15]1[CH2:20][CH2:19][CH:18]([C:21]2[C:29]3[C:24](=[CH:25][CH:26]=[CH:27][CH:28]=3)[NH:23][CH:22]=2)[CH2:17][CH2:16]1.Br[CH2:32][CH2:33][O:34][CH:35]1[CH2:40][CH2:39][CH2:38][CH2:37][O:36]1. (3) Given the product [CH3:1][N:3]1[CH2:6][CH2:7][CH:31]([NH:30][S:29]([C:21]2[CH:20]=[CH:19][C:18]3[NH:17][C:16](=[O:15])[C:25]4[NH:26][CH:27]=[CH:28][C:24]=4[C:23]=3[CH:22]=2)(=[O:37])=[O:38])[CH2:5][CH2:4]1.[CH:39]1([C:44]([O-:46])=[O:45])[CH2:43][CH2:42][CH2:41][CH2:40]1, predict the reactants needed to synthesize it. The reactants are: [CH2:1]([N:3]([CH2:6][CH3:7])[CH2:4][CH3:5])C.COS(OC)(=O)=O.[O:15]=[C:16]1[C:25]2[NH:26][CH:27]=[CH:28][C:24]=2[C:23]2[CH:22]=[C:21]([S:29](=[O:38])(=[O:37])[NH:30][CH:31]3CCNCC3)[CH:20]=[CH:19][C:18]=2[NH:17]1.[CH:39]1([C:44]([O-:46])=[O:45])[CH2:43][CH2:42][CH2:41][CH2:40]1.N.